The task is: Regression. Given two drug SMILES strings and cell line genomic features, predict the synergy score measuring deviation from expected non-interaction effect.. This data is from NCI-60 drug combinations with 297,098 pairs across 59 cell lines. (1) Drug 1: C1CC(=O)NC(=O)C1N2CC3=C(C2=O)C=CC=C3N. Drug 2: C1=CC=C(C=C1)NC(=O)CCCCCCC(=O)NO. Cell line: A498. Synergy scores: CSS=0.848, Synergy_ZIP=-3.41, Synergy_Bliss=-3.80, Synergy_Loewe=-3.58, Synergy_HSA=-3.56. (2) Drug 1: CC12CCC3C(C1CCC2=O)CC(=C)C4=CC(=O)C=CC34C. Drug 2: COC1=CC(=CC(=C1O)OC)C2C3C(COC3=O)C(C4=CC5=C(C=C24)OCO5)OC6C(C(C7C(O6)COC(O7)C8=CC=CS8)O)O. Cell line: A549. Synergy scores: CSS=52.7, Synergy_ZIP=-1.41, Synergy_Bliss=-3.84, Synergy_Loewe=-2.29, Synergy_HSA=0.415. (3) Drug 1: C1CC(=O)NC(=O)C1N2CC3=C(C2=O)C=CC=C3N. Drug 2: CN(C)C1=NC(=NC(=N1)N(C)C)N(C)C. Cell line: SK-OV-3. Synergy scores: CSS=2.82, Synergy_ZIP=1.94, Synergy_Bliss=1.37, Synergy_Loewe=-0.208, Synergy_HSA=0.818. (4) Drug 1: CS(=O)(=O)CCNCC1=CC=C(O1)C2=CC3=C(C=C2)N=CN=C3NC4=CC(=C(C=C4)OCC5=CC(=CC=C5)F)Cl. Drug 2: CC1=C(N=C(N=C1N)C(CC(=O)N)NCC(C(=O)N)N)C(=O)NC(C(C2=CN=CN2)OC3C(C(C(C(O3)CO)O)O)OC4C(C(C(C(O4)CO)O)OC(=O)N)O)C(=O)NC(C)C(C(C)C(=O)NC(C(C)O)C(=O)NCCC5=NC(=CS5)C6=NC(=CS6)C(=O)NCCC[S+](C)C)O. Cell line: DU-145. Synergy scores: CSS=31.8, Synergy_ZIP=-8.62, Synergy_Bliss=1.93, Synergy_Loewe=-4.84, Synergy_HSA=1.89.